Dataset: Full USPTO retrosynthesis dataset with 1.9M reactions from patents (1976-2016). Task: Predict the reactants needed to synthesize the given product. (1) Given the product [C:18]([O:17][C:14]1[CH:15]=[CH:16][C:11]([CH2:10][O:9][C:7](=[O:8])[NH:6][CH2:5][CH2:4][C:25]2[CH:30]=[CH:29][CH:28]=[CH:27][CH:26]=2)=[CH:12][C:13]=1[O:21][CH3:22])(=[O:20])[CH3:19], predict the reactants needed to synthesize it. The reactants are: S=C1[N:6]([C:7]([O:9][CH2:10][C:11]2[CH:16]=[CH:15][C:14]([O:17][C:18](=[O:20])[CH3:19])=[C:13]([O:21][CH3:22])[CH:12]=2)=[O:8])[CH2:5][CH2:4]S1.C(N)C[C:25]1[CH:30]=[CH:29][CH:28]=[CH:27][CH:26]=1.C(N(CC)CC)C. (2) Given the product [C:22]([O:21][CH2:20][C:18]1[O:19][C:15]([CH:14]=[C:9]2[C:10](=[O:11])[O:12][C:6]([C:2]3[S:1][CH:5]=[CH:4][CH:3]=3)=[N:8]2)=[CH:16][CH:17]=1)(=[O:24])[CH3:23], predict the reactants needed to synthesize it. The reactants are: [S:1]1[CH:5]=[CH:4][CH:3]=[C:2]1[C:6]([NH:8][CH2:9][C:10]([OH:12])=[O:11])=O.O[CH2:14][C:15]1[O:19][C:18]([CH:20]=[O:21])=[CH:17][CH:16]=1.[C:22]([O-])(=[O:24])[CH3:23].[Na+].C(OC(=O)C)(=O)C. (3) Given the product [Br:1][C:2]1[CH:7]=[CH:6][C:5]([C:8]#[C:9][C:10]([N:12]2[CH2:17][CH2:16][N:15]([CH2:18][C:19]3[CH:32]=[CH:33][C:26]([O:25][CH3:24])=[CH:27][CH:28]=3)[CH2:14][CH2:13]2)=[O:11])=[CH:4][CH:3]=1, predict the reactants needed to synthesize it. The reactants are: [Br:1][C:2]1[CH:7]=[CH:6][C:5]([C:8]#[C:9][C:10]([N:12]2[CH2:17][CH2:16][N:15]([C:18](=O)[C:19](F)(F)F)[CH2:14][CH2:13]2)=[O:11])=[CH:4][CH:3]=1.[CH3:24][O:25][C:26]1[CH:33]=[CH:32]C(CBr)=[CH:28][CH:27]=1. (4) Given the product [C:1]([C:3]1[C:8]([O:9][C:10]2[CH:11]=[CH:12][C:13]([O:16][C:30](=[O:31])[N:29]([C:26]3[CH:27]=[CH:28][C:23]([Cl:22])=[CH:24][CH:25]=3)[CH3:38])=[CH:14][CH:15]=2)=[CH:7][C:6]([C:17]([F:20])([F:18])[F:19])=[CH:5][N:4]=1)#[N:2], predict the reactants needed to synthesize it. The reactants are: [C:1]([C:3]1[C:8]([O:9][C:10]2[CH:15]=[CH:14][C:13]([OH:16])=[CH:12][CH:11]=2)=[CH:7][C:6]([C:17]([F:20])([F:19])[F:18])=[CH:5][N:4]=1)#[N:2].[I-].[Cl:22][C:23]1[CH:28]=[CH:27][C:26]([N:29]([CH3:38])[C:30](N2C=C[N+](C)=C2)=[O:31])=[CH:25][CH:24]=1. (5) Given the product [CH3:41][NH:42][C:26](=[O:32])[C:16]([N:13]1[CH2:14][CH2:15][C:11]2([C:5]3[C:6](=[CH:7][CH:8]=[C:3]([C:2]([F:23])([F:1])[F:24])[CH:4]=3)[N:9]([C:47]([NH:33][C:34]3[CH:39]=[N:38][C:37]([CH3:40])=[CH:36][N:35]=3)=[O:43])[CH2:10]2)[CH2:12]1)=[O:17], predict the reactants needed to synthesize it. The reactants are: [F:1][C:2]([F:24])([F:23])[C:3]1[CH:4]=[C:5]2[C:11]3([CH2:15][CH2:14][N:13]([C:16](OC(C)(C)C)=[O:17])[CH2:12]3)[CH2:10][NH:9][C:6]2=[CH:7][CH:8]=1.Cl[C:26](=[O:32])C(OCC)=O.[NH2:33][C:34]1[CH:39]=[N:38][C:37]([CH3:40])=[CH:36][N:35]=1.[CH3:41][NH2:42].[O:43]1[CH2:47]CCC1. (6) Given the product [F:15][C:16]1[CH:17]=[CH:18][C:19]([O:25][CH:26]([CH3:28])[CH3:27])=[C:20]([CH:24]=1)[CH2:21][N:22]([CH3:23])[C:12](=[O:14])[CH2:11][CH2:10][CH2:9][S:8][C:5]1[CH:4]=[CH:3][C:2]([F:1])=[CH:7][CH:6]=1, predict the reactants needed to synthesize it. The reactants are: [F:1][C:2]1[CH:7]=[CH:6][C:5]([S:8][CH2:9][CH2:10][CH2:11][C:12]([OH:14])=O)=[CH:4][CH:3]=1.[F:15][C:16]1[CH:17]=[CH:18][C:19]([O:25][CH:26]([CH3:28])[CH3:27])=[C:20]([CH:24]=1)[CH2:21][NH:22][CH3:23]. (7) Given the product [CH3:1][N:15]1[C:16](=[O:29])[C:17]2[C:22]([C:23]3[CH:28]=[CH:27][CH:26]=[CH:25][CH:24]=3)=[CH:21][O:20][C:18]=2[N:19]=[C:14]1[S:13][CH3:12], predict the reactants needed to synthesize it. The reactants are: [CH2:1]1CCN2C(=NCCC2)CC1.[CH3:12][S:13][C:14]1[NH:15][C:16](=[O:29])[C:17]2[C:22]([C:23]3[CH:28]=[CH:27][CH:26]=[CH:25][CH:24]=3)=[CH:21][O:20][C:18]=2[N:19]=1.C(=O)([O-])[O-].[K+].[K+].IC. (8) Given the product [OH:24][NH:25][C:21](=[O:23])[CH:17]([NH:16][S:13]([C:10]1[CH:11]=[CH:12][C:7]([O:6][CH2:1][CH:2]=[C:3]=[CH:4][CH3:5])=[CH:8][CH:9]=1)(=[O:15])=[O:14])[CH:18]([CH3:20])[CH3:19], predict the reactants needed to synthesize it. The reactants are: [CH2:1]([O:6][C:7]1[CH:12]=[CH:11][C:10]([S:13]([NH:16][C@H:17]([C:21]([OH:23])=O)[CH:18]([CH3:20])[CH3:19])(=[O:15])=[O:14])=[CH:9][CH:8]=1)[CH:2]=[C:3]=[CH:4][CH3:5].[OH:24][N:25]1C2C=CC=CC=2N=N1.Cl.CN(C)CCCN=C=NCC.CN1CCOCC1.NO.